Task: Predict the reactants needed to synthesize the given product.. Dataset: Full USPTO retrosynthesis dataset with 1.9M reactions from patents (1976-2016) (1) Given the product [CH3:13][C:10]1[CH:11]=[CH:12][C:7]([O:6][C:5]2[CH:4]=[C:3]([CH:16]=[CH:15][CH:14]=2)[CH2:2][P:20](=[O:24])([O:21][CH2:22][CH3:23])[O:19][CH2:17][CH3:18])=[N:8][CH:9]=1, predict the reactants needed to synthesize it. The reactants are: Cl[CH2:2][C:3]1[CH:4]=[C:5]([CH:14]=[CH:15][CH:16]=1)[O:6][C:7]1[CH:12]=[CH:11][C:10]([CH3:13])=[CH:9][N:8]=1.[CH2:17]([O:19][P:20]([O:24]CC)[O:21][CH2:22][CH3:23])[CH3:18].O. (2) The reactants are: [CH3:1][O:2][C:3]1[CH:8]=[C:7]([O:9][CH3:10])[CH:6]=[CH:5][C:4]=1[C:11](=[O:18])[CH2:12][C:13]([O:15][CH2:16][CH3:17])=[O:14].[Br:19][C:20]1[CH:25]=[CH:24][C:23](O)=[CH:22][CH:21]=1. Given the product [Br:19][C:20]1[CH:21]=[CH:22][C:23]2[O:18][C:11]([C:4]3[CH:5]=[CH:6][C:7]([O:9][CH3:10])=[CH:8][C:3]=3[O:2][CH3:1])=[C:12]([C:13]([O:15][CH2:16][CH3:17])=[O:14])[C:24]=2[CH:25]=1, predict the reactants needed to synthesize it.